Task: Predict the reactants needed to synthesize the given product.. Dataset: Full USPTO retrosynthesis dataset with 1.9M reactions from patents (1976-2016) Given the product [CH3:1][C:2]1[O:6][C:5]([NH:7][C:22]([CH:20]2[C:21]3[CH:8]=[CH:9][CH:10]=[CH:11][C:12]=3[O:13][C:14]3[C:19]2=[CH:18][CH:17]=[CH:16][CH:15]=3)=[O:23])=[N:4][CH:3]=1, predict the reactants needed to synthesize it. The reactants are: [CH3:1][C:2]1[O:6][C:5]([NH2:7])=[N:4][CH:3]=1.[CH:8]1[C:21]2[CH:20]([C:22](Cl)=[O:23])[C:19]3[C:14](=[CH:15][CH:16]=[CH:17][CH:18]=3)[O:13][C:12]=2[CH:11]=[CH:10][CH:9]=1.